This data is from Full USPTO retrosynthesis dataset with 1.9M reactions from patents (1976-2016). The task is: Predict the reactants needed to synthesize the given product. (1) The reactants are: [CH3:1][C:2]1[CH:3]=[N:4][N:5]([CH2:11][C:12]([F:15])([F:14])[F:13])[C:6]=1[CH2:7][C:8]([OH:10])=O.CC1C(CC(O)=O)=NN(CC(F)(F)F)C=1.O.ON1C2C=CC=CC=2N=N1.Cl.C(N=C=NCCCN(C)C)C.C(N1CCOCC1)C.Cl.[Cl:63][C:64]1[C:69]([F:70])=[C:68]([F:71])[CH:67]=[CH:66][C:65]=1[CH2:72][NH2:73].C(=O)(O)[O-].[Na+]. Given the product [Cl:63][C:64]1[C:69]([F:70])=[C:68]([F:71])[CH:67]=[CH:66][C:65]=1[CH2:72][NH:73][C:8](=[O:10])[CH2:7][C:6]1[N:5]([CH2:11][C:12]([F:15])([F:14])[F:13])[N:4]=[CH:3][C:2]=1[CH3:1], predict the reactants needed to synthesize it. (2) Given the product [Cl:29][C:26]1[CH:27]=[N:28][C:23]([N:20]2[CH2:19][CH2:18][CH:17]([C@H:15]3[CH2:16][C@H:14]3[CH2:13][CH2:12][NH:46][C:42]3[CH:41]=[C:40]4[C:45](=[CH:44][CH:43]=3)[NH:37][N:38]=[CH:39]4)[CH2:22][CH2:21]2)=[N:24][CH:25]=1, predict the reactants needed to synthesize it. The reactants are: CC1C=CC(S(O[CH2:12][CH2:13][C@@H:14]2[CH2:16][C@@H:15]2[CH:17]2[CH2:22][CH2:21][N:20]([C:23]3[N:28]=[CH:27][C:26]([Cl:29])=[CH:25][N:24]=3)[CH2:19][CH2:18]2)(=O)=O)=CC=1.COC1C=CC(C[N:37]2[C:45]3[C:40](=[CH:41][C:42]([NH:46]C(=O)OC(C)(C)C)=[CH:43][CH:44]=3)[CH:39]=[N:38]2)=CC=1.COC1C=CC(CN2C3C(=CC(NC(=O)OC(C)(C)C)=CC=3)CN2)=CC=1.C(=O)([O-])[O-].[Cs+].[Cs+]. (3) Given the product [NH2:6][C:5]1[CH:7]=[CH:8][C:9]([S:11]([NH2:14])(=[O:12])=[O:13])=[CH:10][C:4]=1[SH:3], predict the reactants needed to synthesize it. The reactants are: NC1[S:3][C:4]2[CH:10]=[C:9]([S:11]([NH2:14])(=[O:13])=[O:12])[CH:8]=[CH:7][C:5]=2[N:6]=1.[OH-].[Na+].Cl. (4) Given the product [NH2:42][C:43]1[N:48]=[C:47]([S:49]([NH:52][C:27]([C:16]2[C:17]([C:19]3[C:23]([CH3:25])([CH3:24])[CH2:22][CH:21]([CH3:26])[CH:20]=3)=[N:18][C:13]([C:4]3[CH:5]=[C:6]([O:8][CH2:9][CH:10]([CH3:12])[CH3:11])[CH:7]=[C:2]([F:1])[CH:3]=3)=[CH:14][CH:15]=2)=[O:28])(=[O:51])=[O:50])[CH:46]=[CH:45][CH:44]=1, predict the reactants needed to synthesize it. The reactants are: [F:1][C:2]1[CH:3]=[C:4]([C:13]2[N:18]=[C:17]([C:19]3[C:23]([CH3:25])([CH3:24])[CH2:22][CH:21]([CH3:26])[CH:20]=3)[C:16]([C:27](O)=[O:28])=[CH:15][CH:14]=2)[CH:5]=[C:6]([O:8][CH2:9][CH:10]([CH3:12])[CH3:11])[CH:7]=1.C1N=CN(C(N2C=NC=C2)=O)C=1.[NH2:42][C:43]1[N:48]=[C:47]([S:49]([NH2:52])(=[O:51])=[O:50])[CH:46]=[CH:45][CH:44]=1.[H-].[Na+].